From a dataset of Drug-induced liver injury (DILI) classification data. Regression/Classification. Given a drug SMILES string, predict its toxicity properties. Task type varies by dataset: regression for continuous values (e.g., LD50, hERG inhibition percentage) or binary classification for toxic/non-toxic outcomes (e.g., AMES mutagenicity, cardiotoxicity, hepatotoxicity). Dataset: dili. The compound is CN(C)CCn1nnnc1SCC1=C(C(=O)O)N2C(=O)C(NC(=O)Cc3csc(N)n3)C2SC1. The result is 1 (causes liver injury).